Task: Predict the reaction yield, written as a fraction of the theoretical maximum amount of product (1.0 means a 100% yield; for example, 0.34 means a 34% yield).. Dataset: Reaction yield outcomes from USPTO patents with 853,638 reactions The reactants are Br.[O:2]1[CH:6]=[CH:5][CH:4]=[C:3]1[C:7](SCC1C=CC=CC=1)=[NH:8].[NH2:17][C:18]1[CH:19]=[CH:20][C:21]2[N:26]([CH2:27][CH2:28][N:29]([CH3:37])[C:30](=[O:36])[O:31][C:32]([CH3:35])([CH3:34])[CH3:33])[CH2:25][CH2:24][S:23][C:22]=2[CH:38]=1. The catalyst is CCO. The product is [O:2]1[CH:6]=[CH:5][CH:4]=[C:3]1[C:7](=[NH:8])[NH:17][C:18]1[CH:19]=[CH:20][C:21]2[N:26]([CH2:27][CH2:28][N:29]([CH3:37])[C:30](=[O:36])[O:31][C:32]([CH3:33])([CH3:34])[CH3:35])[CH2:25][CH2:24][S:23][C:22]=2[CH:38]=1. The yield is 0.900.